From a dataset of Reaction yield outcomes from USPTO patents with 853,638 reactions. Predict the reaction yield, written as a fraction of the theoretical maximum amount of product (1.0 means a 100% yield; for example, 0.34 means a 34% yield). (1) The reactants are [C:1]([NH:8][C@@H:9]([C:19]([OH:21])=O)[CH2:10][O:11][CH2:12][C:13]1[CH:18]=[CH:17][CH:16]=[CH:15][CH:14]=1)([O:3][C:4]([CH3:7])([CH3:6])[CH3:5])=[O:2].[CH2:22]([NH2:29])[C:23]1[CH:28]=[CH:27][CH:26]=[CH:25][CH:24]=1. The catalyst is ClCCl.C(N(CC)CC)C. The product is [CH2:22]([NH:29][C:19](=[O:21])[C@@H:9]([CH2:10][O:11][CH2:12][C:13]1[CH:14]=[CH:15][CH:16]=[CH:17][CH:18]=1)[NH:8][C:1]([O:3][C:4]([CH3:5])([CH3:6])[CH3:7])=[O:2])[C:23]1[CH:28]=[CH:27][CH:26]=[CH:25][CH:24]=1. The yield is 0.410. (2) The reactants are [OH-].[Na+].Cl.[CH2:4]([O:11][NH2:12])[C:5]1[CH:10]=[CH:9][CH:8]=[CH:7][CH:6]=1.[CH2:13]=O. The catalyst is O.C1(C)C=CC=CC=1. The product is [CH2:4]([O:11][N:12]=[CH2:13])[C:5]1[CH:10]=[CH:9][CH:8]=[CH:7][CH:6]=1. The yield is 0.980. (3) The reactants are [CH2:1]([N:3]1[C:9](=[O:10])[C:8]([CH3:12])([CH3:11])[C:7](=[O:13])[N:6]([CH3:14])[C:5]2[CH:15]=[C:16]([O:19]CC3C=CC=CC=3)[CH:17]=[CH:18][C:4]1=2)[CH3:2]. The catalyst is [C].[Pd].C(O)C. The product is [CH2:1]([N:3]1[C:9](=[O:10])[C:8]([CH3:12])([CH3:11])[C:7](=[O:13])[N:6]([CH3:14])[C:5]2[CH:15]=[C:16]([OH:19])[CH:17]=[CH:18][C:4]1=2)[CH3:2]. The yield is 0.960. (4) The reactants are C([O:3][C:4](=O)[CH2:5][C:6]([CH:8]1[CH2:13][CH2:12][N:11]([C:14]([O:16][CH3:17])=[O:15])[CH:10]([C:18]2[CH:23]=[CH:22][C:21]([C:24]([F:27])([F:26])[F:25])=[C:20]([F:28])[CH:19]=2)[CH2:9]1)=[O:7])C.[OH-].[Na+].[NH2:32]O.Cl. The catalyst is CO.O.C(Cl)Cl. The product is [F:28][C:20]1[CH:19]=[C:18]([CH:10]2[CH2:9][CH:8]([C:6]3[O:7][NH:32][C:4](=[O:3])[CH:5]=3)[CH2:13][CH2:12][N:11]2[C:14]([O:16][CH3:17])=[O:15])[CH:23]=[CH:22][C:21]=1[C:24]([F:27])([F:26])[F:25]. The yield is 0.330. (5) The reactants are [CH2:1]([N:4]([CH2:16][C:17]([O:19]CC)=[O:18])[NH:5][C:6](=[O:15])[NH:7][CH2:8][C:9]1[CH:14]=[CH:13][CH:12]=[CH:11][CH:10]=1)[CH:2]=[CH2:3].O.[OH-].[Li+]. The catalyst is O1CCCC1.CO.O.O. The product is [CH2:1]([N:4]([CH2:16][C:17]([OH:19])=[O:18])[NH:5][C:6](=[O:15])[NH:7][CH2:8][C:9]1[CH:14]=[CH:13][CH:12]=[CH:11][CH:10]=1)[CH:2]=[CH2:3]. The yield is 0.830. (6) The reactants are [F:1][C:2]1[CH:11]=[C:10]2[C:5]([CH:6]=[CH:7][CH:8]=[N:9]2)=[C:4]([CH2:12][C:13]([O:15]C(C)(C)C)=[O:14])[CH:3]=1.FC1C=C(CC(OC(C)(C)C)=O)C=C2C=1C=CC=N2.Cl. The catalyst is C(O)(=O)C.O1CCOCC1. The product is [F:1][C:2]1[CH:11]=[C:10]2[C:5]([CH:6]=[CH:7][CH:8]=[N:9]2)=[C:4]([CH2:12][C:13]([OH:15])=[O:14])[CH:3]=1. The yield is 0.0600. (7) The product is [C:1]([O:5][C:6]([N:8]1[C:16]2[C:11](=[C:12]([NH:24][C:25]3[CH:30]=[CH:29][C:28]([I:36])=[CH:27][C:26]=3[F:35])[C:13]([C:17]([O:19][C:20]([CH3:23])([CH3:22])[CH3:21])=[O:18])=[CH:14][CH:15]=2)[CH:10]=[N:9]1)=[O:7])([CH3:4])([CH3:3])[CH3:2]. The catalyst is C(Cl)Cl.S([O-])([O-])(=O)=S.[Na+].[Na+]. The reactants are [C:1]([O:5][C:6]([N:8]1[C:16]2[C:11](=[C:12]([NH:24][C:25]3[CH:30]=[CH:29][C:28]([Si](C)(C)C)=[CH:27][C:26]=3[F:35])[C:13]([C:17]([O:19][C:20]([CH3:23])([CH3:22])[CH3:21])=[O:18])=[CH:14][CH:15]=2)[CH:10]=[N:9]1)=[O:7])([CH3:4])([CH3:3])[CH3:2].[I:36]Cl. The yield is 0.520. (8) The reactants are [OH-].C[Sn+](C)C.[C:6]([C:8]1[CH:17]=[C:16]2[C:11]([CH:12]=[CH:13][C:14](=[O:23])[N:15]2[CH2:18][C:19]([O:21]C)=[O:20])=[CH:10][CH:9]=1)#[N:7]. The catalyst is ClCCCl.ClCCl. The product is [C:6]([C:8]1[CH:17]=[C:16]2[C:11]([CH:12]=[CH:13][C:14](=[O:23])[N:15]2[CH2:18][C:19]([OH:21])=[O:20])=[CH:10][CH:9]=1)#[N:7]. The yield is 0.890. (9) The reactants are CO[C:3]([C:5]1[CH:6]=[C:7]2[C:11](=[C:12]([CH3:14])[CH:13]=1)[NH:10][N:9]=[CH:8]2)=[O:4].[CH2:15](I)[CH:16](C)[CH3:17]. No catalyst specified. The product is [CH:16]([N:10]1[C:11]2[C:7](=[CH:6][C:5]([CH2:3][OH:4])=[CH:13][C:12]=2[CH3:14])[CH:8]=[N:9]1)([CH3:17])[CH3:15]. The yield is 0.330. (10) The reactants are [F:1][C@H:2]1[CH2:6][N:5]([S:7]([C:10]2[CH:15]=[CH:14][C:13]([F:16])=[CH:12][CH:11]=2)(=[O:9])=[O:8])[C@H:4]([C:17]([NH:19][CH2:20][C:21]2[CH:26]=[CH:25][N:24]=[C:23]([C:27]3[C:28](F)=[N:29][C:30]([C:33]([F:36])([F:35])[F:34])=[CH:31][CH:32]=3)[CH:22]=2)=[O:18])[CH2:3]1.[CH3:38][NH2:39].O1CCCC1. The catalyst is CS(C)=O. The product is [F:1][C@H:2]1[CH2:6][N:5]([S:7]([C:10]2[CH:11]=[CH:12][C:13]([F:16])=[CH:14][CH:15]=2)(=[O:8])=[O:9])[C@H:4]([C:17]([NH:19][CH2:20][C:21]2[CH:26]=[CH:25][N:24]=[C:23]([C:27]3[C:28]([NH:39][CH3:38])=[N:29][C:30]([C:33]([F:35])([F:34])[F:36])=[CH:31][CH:32]=3)[CH:22]=2)=[O:18])[CH2:3]1. The yield is 0.560.